From a dataset of Full USPTO retrosynthesis dataset with 1.9M reactions from patents (1976-2016). Predict the reactants needed to synthesize the given product. (1) Given the product [C:1]([O:4][C@H:5]1[C@H:10]([O:11][C:12](=[O:14])[CH3:13])[CH:9]=[C:8]([C:15]2[CH:20]=[CH:19][N:18]=[CH:17][C:16]=2[N+:21]([O-:23])=[O:22])[O:7][C@@H:6]1[CH2:24][O:25][S:26]([C:29]1[CH:35]=[CH:34][C:32]([CH3:33])=[CH:31][CH:30]=1)(=[O:28])=[O:27])(=[O:3])[CH3:2], predict the reactants needed to synthesize it. The reactants are: [C:1]([O:4][C@H:5]1[C@H:10]([O:11][C:12](=[O:14])[CH3:13])[CH:9]=[C:8]([C:15]2[CH:20]=[CH:19][N:18]=[CH:17][C:16]=2[N+:21]([O-:23])=[O:22])[O:7][C@@H:6]1[CH2:24][OH:25])(=[O:3])[CH3:2].[S:26](Cl)([C:29]1[CH:35]=[CH:34][C:32]([CH3:33])=[CH:31][CH:30]=1)(=[O:28])=[O:27]. (2) The reactants are: [CH:1]([C@@H:4]1[CH2:8][CH2:7][S:6](=[O:10])(=[O:9])[NH:5]1)([CH3:3])[CH3:2].Br[C:12]1[N:17]=[CH:16][C:15]([C:18]([N:20]2[CH2:25][CH2:24][CH:23]([C:26](=[O:34])[C:27]3[CH:32]=[CH:31][C:30]([Cl:33])=[CH:29][CH:28]=3)[CH2:22][CH2:21]2)=[O:19])=[CH:14][CH:13]=1. Given the product [Cl:33][C:30]1[CH:29]=[CH:28][C:27]([C:26]([CH:23]2[CH2:22][CH2:21][N:20]([C:18]([C:15]3[CH:16]=[N:17][C:12]([N:5]4[C@H:4]([CH:1]([CH3:3])[CH3:2])[CH2:8][CH2:7][S:6]4(=[O:10])=[O:9])=[CH:13][CH:14]=3)=[O:19])[CH2:25][CH2:24]2)=[O:34])=[CH:32][CH:31]=1, predict the reactants needed to synthesize it. (3) Given the product [C:2]([C:7]1[O:11][C:10]([CH2:12][N:13]2[CH:17]=[C:16]([NH:18][C:30](=[O:31])/[CH:29]=[CH:28]/[C:21]3[C:22]([F:27])=[CH:23][CH:24]=[C:25]([F:26])[C:20]=3[Cl:19])[CH:15]=[N:14]2)=[CH:9][CH:8]=1)(=[O:6])[CH3:1], predict the reactants needed to synthesize it. The reactants are: [CH3:1][C:2]1([C:7]2[O:11][C:10]([CH2:12][N:13]3[CH:17]=[C:16]([NH2:18])[CH:15]=[N:14]3)=[CH:9][CH:8]=2)[O:6]CCO1.[Cl:19][C:20]1[C:25]([F:26])=[CH:24][CH:23]=[C:22]([F:27])[C:21]=1/[CH:28]=[CH:29]/[C:30](O)=[O:31]. (4) Given the product [CH3:15][O:14][C:12](=[O:13])[CH:11]([C:6]1[C:7]([CH3:10])=[CH:8][CH:9]=[C:4]([CH:1]2[CH2:3][CH2:2]2)[C:5]=1[C:19]1[CH:28]=[C:23]2[C:22](=[CH:21][CH:20]=1)[O:27][CH2:26][CH2:25][CH2:24]2)[O:37][CH:36]1[CH2:45][C:35]1([F:44])[F:43], predict the reactants needed to synthesize it. The reactants are: [CH:1]1([C:4]2[C:5]([C:19]3[CH:20]=[CH:21][C:22]4[O:27][CH2:26][CH2:25][CH2:24][C:23]=4[CH:28]=3)=[C:6]([CH:11](OC=C)[C:12]([O:14][CH3:15])=[O:13])[C:7]([CH3:10])=[CH:8][CH:9]=2)[CH2:3][CH2:2]1.[F-].[Na+].FS([C:35]([F:44])([F:43])[C:36](O[Si](C)(C)C)=[O:37])(=O)=O.[C:45](OCC)(=O)C. (5) Given the product [Br:12][C:13]1[CH:14]=[CH:15][C:16]([N+:19]([O-:21])=[O:20])=[C:17]([CH:18]=1)[NH:7][C:6]1[CH:8]=[CH:9][C:3]([O:2][CH3:1])=[CH:4][CH:5]=1, predict the reactants needed to synthesize it. The reactants are: [CH3:1][O:2][C:3]1[CH:9]=[CH:8][C:6]([NH2:7])=[CH:5][CH:4]=1.[H-].[Na+].[Br:12][C:13]1[CH:18]=[CH:17][C:16]([N+:19]([O-:21])=[O:20])=[C:15](F)[CH:14]=1. (6) Given the product [CH2:1]([N:8]1[C:13](=[O:14])[C:12]([O:17][CH3:18])=[C:11]([Cl:16])[CH:10]=[N:9]1)[C:2]1[CH:7]=[CH:6][CH:5]=[CH:4][CH:3]=1, predict the reactants needed to synthesize it. The reactants are: [CH2:1]([N:8]1[C:13](=[O:14])[C:12](Cl)=[C:11]([Cl:16])[CH:10]=[N:9]1)[C:2]1[CH:7]=[CH:6][CH:5]=[CH:4][CH:3]=1.[O:17]1CCOC[CH2:18]1.C[O-].[Na+].CO. (7) The reactants are: [Cl:1][C:2]1[CH:3]=[C:4]([C:8]2[CH:13]=[C:12]([O:14][CH3:15])[CH:11]=[C:10]([F:16])[CH:9]=2)[CH:5]=[CH:6][CH:7]=1.C([Li])CCC.[B:22](OC(C)C)([O:27]C(C)C)[O:23]C(C)C. Given the product [Cl:1][C:2]1[CH:3]=[C:4]([C:8]2[CH:13]=[C:12]([O:14][CH3:15])[C:11]([B:22]([OH:27])[OH:23])=[C:10]([F:16])[CH:9]=2)[CH:5]=[CH:6][CH:7]=1, predict the reactants needed to synthesize it.